From a dataset of Forward reaction prediction with 1.9M reactions from USPTO patents (1976-2016). Predict the product of the given reaction. (1) Given the reactants [Cl:1][C:2]1[CH:10]=[CH:9][C:8]([C:11]2[N:12]([C:22]([O:24][C:25]([CH3:28])([CH3:27])[CH3:26])=[O:23])[C:13]3[C:18]([CH:19]=2)=[CH:17][C:16]([CH:20]=O)=[CH:15][CH:14]=3)=[C:7]2[C:3]=1[CH2:4][NH:5][C:6]2=[O:29].Cl.[CH2:31]([O:33][C:34](=[O:37])[CH2:35][NH2:36])[CH3:32].C(N(CC)CC)C.C(O)(=O)C.C(O[BH-](OC(=O)C)OC(=O)C)(=O)C.[Na+].C(=O)([O-])O.[Na+], predict the reaction product. The product is: [Cl:1][C:2]1[CH:10]=[CH:9][C:8]([C:11]2[N:12]([C:22]([O:24][C:25]([CH3:27])([CH3:26])[CH3:28])=[O:23])[C:13]3[C:18]([CH:19]=2)=[CH:17][C:16]([CH2:20][NH:36][CH2:35][C:34]([O:33][CH2:31][CH3:32])=[O:37])=[CH:15][CH:14]=3)=[C:7]2[C:3]=1[CH2:4][NH:5][C:6]2=[O:29]. (2) Given the reactants [F:1][C:2]1[CH:7]=[CH:6][CH:5]=[CH:4][C:3]=1[C:8]1[NH:9][CH:10]=[C:11]2[C:15](=[O:16])[CH2:14][C:13]([CH3:18])([CH3:17])[C:12]=12.[H-].[Na+].[N:21]1[CH:26]=[CH:25][CH:24]=[C:23]([S:27](Cl)(=[O:29])=[O:28])[CH:22]=1.O, predict the reaction product. The product is: [F:1][C:2]1[CH:7]=[CH:6][CH:5]=[CH:4][C:3]=1[C:8]1[N:9]([S:27]([C:23]2[CH:22]=[N:21][CH:26]=[CH:25][CH:24]=2)(=[O:29])=[O:28])[CH:10]=[C:11]2[C:15](=[O:16])[CH2:14][C:13]([CH3:18])([CH3:17])[C:12]=12. (3) Given the reactants [CH3:1][O:2][C:3](=[O:17])[C:4]1[CH:9]=[CH:8][C:7]([C:10]2[O:11][C:12]([CH:15]=O)=[CH:13][CH:14]=2)=[CH:6][CH:5]=1.[C:18]1([CH2:24][CH2:25][N:26]2[C:30](=[O:31])[CH2:29][S:28][C:27]2=[S:32])[CH:23]=[CH:22][CH:21]=[CH:20][CH:19]=1, predict the reaction product. The product is: [CH3:1][O:2][C:3](=[O:17])[C:4]1[CH:5]=[CH:6][C:7]([C:10]2[O:11][C:12]([CH:15]=[C:29]3[S:28][C:27](=[S:32])[N:26]([CH2:25][CH2:24][C:18]4[CH:19]=[CH:20][CH:21]=[CH:22][CH:23]=4)[C:30]3=[O:31])=[CH:13][CH:14]=2)=[CH:8][CH:9]=1. (4) Given the reactants Cl[C:2]1[C:11]2[C:6](=[CH:7][C:8]([S:12]([N:15]([CH2:21][C:22]3[CH:27]=[CH:26][C:25]([O:28][CH3:29])=[CH:24][CH:23]=3)[C:16]3[S:20][N:19]=[CH:18][N:17]=3)(=[O:14])=[O:13])=[CH:9][CH:10]=2)[CH:5]=[CH:4][N:3]=1.C(=O)([O-])[O-].[K+].[K+].[Br:36][C:37]1[CH:42]=[C:41]([C:43]([F:46])([F:45])[F:44])[CH:40]=[CH:39][C:38]=1B(O)O.C(Cl)Cl, predict the reaction product. The product is: [Br:36][C:37]1[CH:42]=[C:41]([C:43]([F:44])([F:45])[F:46])[CH:40]=[CH:39][C:38]=1[C:2]1[C:11]2[C:6](=[CH:7][C:8]([S:12]([N:15]([CH2:21][C:22]3[CH:27]=[CH:26][C:25]([O:28][CH3:29])=[CH:24][CH:23]=3)[C:16]3[S:20][N:19]=[CH:18][N:17]=3)(=[O:14])=[O:13])=[CH:9][CH:10]=2)[CH:5]=[CH:4][N:3]=1.